From a dataset of Peptide-MHC class I binding affinity with 185,985 pairs from IEDB/IMGT. Regression. Given a peptide amino acid sequence and an MHC pseudo amino acid sequence, predict their binding affinity value. This is MHC class I binding data. (1) The peptide sequence is LILLECFVRS. The MHC is H-2-Kb with pseudo-sequence H-2-Kb. The binding affinity (normalized) is 0.159. (2) The peptide sequence is ALLDLGWTI. The MHC is HLA-A02:01 with pseudo-sequence HLA-A02:01. The binding affinity (normalized) is 1.00. (3) The peptide sequence is RSMYRIPPF. The MHC is HLA-B08:01 with pseudo-sequence HLA-B08:01. The binding affinity (normalized) is 0.532. (4) The peptide sequence is KFKRKLMYV. The MHC is HLA-B48:01 with pseudo-sequence HLA-B48:01. The binding affinity (normalized) is 0.0847. (5) The peptide sequence is LVMLLVHYAI. The MHC is HLA-A68:02 with pseudo-sequence HLA-A68:02. The binding affinity (normalized) is 0.340. (6) The binding affinity (normalized) is 0.0847. The MHC is HLA-A02:03 with pseudo-sequence HLA-A02:03. The peptide sequence is SRARIKTRL. (7) The peptide sequence is FLKSDYFPSV. The MHC is HLA-A02:05 with pseudo-sequence HLA-A02:05. The binding affinity (normalized) is 0.744. (8) The peptide sequence is LIAVPHTKL. The MHC is HLA-B08:01 with pseudo-sequence HLA-B08:01. The binding affinity (normalized) is 0.0847. (9) The peptide sequence is SYINRTGTF. The MHC is HLA-A11:01 with pseudo-sequence HLA-A11:01. The binding affinity (normalized) is 0.0847.